Dataset: CYP2C19 inhibition data for predicting drug metabolism from PubChem BioAssay. Task: Regression/Classification. Given a drug SMILES string, predict its absorption, distribution, metabolism, or excretion properties. Task type varies by dataset: regression for continuous measurements (e.g., permeability, clearance, half-life) or binary classification for categorical outcomes (e.g., BBB penetration, CYP inhibition). Dataset: cyp2c19_veith. (1) The drug is COCCNc1ncnc2ccc(-c3cccc(NS(C)(=O)=O)c3)cc12. The result is 0 (non-inhibitor). (2) The drug is CC[C@]1(OC(=O)CN)C(=O)OCc2c1cc1n(c2=O)Cc2cc3ccccc3nc2-1.Cl. The result is 0 (non-inhibitor). (3) The compound is COc1ccc(C(=O)N2CCC3(CC2)CCN(c2ncccn2)CC3)cc1. The result is 0 (non-inhibitor). (4) The compound is C[C@@H](C(=O)Cc1ccc2ccccc2c1)[C@@H]1C[C@@]1(C)[C@@H](NP(=O)(c1ccccc1)c1ccccc1)c1ccccc1. The result is 0 (non-inhibitor). (5) The molecule is CCCOc1ccc(C(=O)CCNc2ccc(C)c(Cl)c2)cc1. The result is 1 (inhibitor). (6) The compound is COc1cccc(Cn2c(=O)c(C)nc3cnc(OC)nc32)c1. The result is 1 (inhibitor). (7) The molecule is COc1cc(CCN)ccc1O. The result is 0 (non-inhibitor). (8) The molecule is CC(C)CN1CCCC2(CCN(C(=O)c3cccc(F)c3)CC2)C1. The result is 0 (non-inhibitor). (9) The molecule is CC(=O)NNc1nc2ccccc2s1. The result is 0 (non-inhibitor).